From a dataset of Forward reaction prediction with 1.9M reactions from USPTO patents (1976-2016). Predict the product of the given reaction. (1) Given the reactants FC(F)(F)S(O[C:7]1[CH:8]=[C:9]([NH:16][C:17]([O:19][C:20]([CH3:23])([CH3:22])[CH3:21])=[O:18])[C:10]2[N:11]([N:13]=[CH:14][CH:15]=2)[CH:12]=1)(=O)=O.[CH3:26][N:27]1[CH:31]=[C:30](B2OC(C)(C)C(C)(C)O2)[CH:29]=[N:28]1.[F-].[K+].F[B-](F)(F)F.C([PH+](C(C)(C)C)C(C)(C)C)(C)(C)C, predict the reaction product. The product is: [CH3:26][N:27]1[CH:31]=[C:30]([C:7]2[CH:8]=[C:9]([NH:16][C:17](=[O:18])[O:19][C:20]([CH3:23])([CH3:22])[CH3:21])[C:10]3[N:11]([N:13]=[CH:14][CH:15]=3)[CH:12]=2)[CH:29]=[N:28]1. (2) Given the reactants Cl[C:2](Cl)([O:4]C(=O)OC(Cl)(Cl)Cl)Cl.[CH3:13][C@@H:14]([OH:17])[CH2:15][CH3:16].N1C=CC=CC=1.Cl.FC(F)(F)C(O)=O.[CH3:32][S:33]([C:36]1[CH:57]=[CH:56][C:39]([O:40][C:41]2[N:46]=[CH:45][N:44]=[C:43]3[N:47]([CH:50]4[CH2:55][CH2:54][NH:53][CH2:52][CH2:51]4)[N:48]=[CH:49][C:42]=23)=[CH:38][CH:37]=1)(=[O:35])=[O:34].C(N(C(C)C)CC)(C)C, predict the reaction product. The product is: [C@H:14]([O:17][C:2]([N:53]1[CH2:52][CH2:51][CH:50]([N:47]2[C:43]3=[N:44][CH:45]=[N:46][C:41]([O:40][C:39]4[CH:38]=[CH:37][C:36]([S:33]([CH3:32])(=[O:35])=[O:34])=[CH:57][CH:56]=4)=[C:42]3[CH:49]=[N:48]2)[CH2:55][CH2:54]1)=[O:4])([CH2:15][CH3:16])[CH3:13]. (3) The product is: [C:1]([O:5][C:6]([CH2:8][CH:9]([NH:24][C:25](=[O:39])[CH:26]([N:28]1[CH:37]=[CH:36][C:35]2[C:30](=[CH:31][CH:32]=[CH:33][CH:34]=2)[C:29]1=[O:38])[CH3:27])[C:10](=[O:23])[CH2:11][O:12][C:13](=[O:22])[C:14]1[C:19]([Cl:20])=[CH:18][CH:17]=[CH:16][C:15]=1[Cl:21])=[O:7])([CH3:2])([CH3:3])[CH3:4]. Given the reactants [C:1]([O:5][C:6]([CH2:8][CH:9]([NH:24][C:25](=[O:39])[CH:26]([N:28]1[CH:37]=[CH:36][C:35]2[C:30](=[CH:31][CH:32]=[CH:33][CH:34]=2)[C:29]1=[O:38])[CH3:27])[CH:10]([OH:23])[CH2:11][O:12][C:13](=[O:22])[C:14]1[C:19]([Cl:20])=[CH:18][CH:17]=[CH:16][C:15]=1[Cl:21])=[O:7])([CH3:4])([CH3:3])[CH3:2].CC(OI1(OC(C)=O)(OC(C)=O)OC(=O)C2C1=CC=CC=2)=O.C(=O)([O-])O.[Na+].S([O-])([O-])(=O)=S.[Na+].[Na+], predict the reaction product. (4) Given the reactants [F:1][C:2]1[CH:3]=[C:4]([N:11]2[CH2:16][CH2:15][N:14]([C:17]([O:19][C:20]([CH3:23])([CH3:22])[CH3:21])=[O:18])[CH2:13][CH2:12]2)[CH:5]=[CH:6][C:7]=1[N+:8]([O-])=O.C(O)(=O)C, predict the reaction product. The product is: [NH2:8][C:7]1[CH:6]=[CH:5][C:4]([N:11]2[CH2:16][CH2:15][N:14]([C:17]([O:19][C:20]([CH3:22])([CH3:21])[CH3:23])=[O:18])[CH2:13][CH2:12]2)=[CH:3][C:2]=1[F:1].